This data is from CYP2D6 inhibition data for predicting drug metabolism from PubChem BioAssay. The task is: Regression/Classification. Given a drug SMILES string, predict its absorption, distribution, metabolism, or excretion properties. Task type varies by dataset: regression for continuous measurements (e.g., permeability, clearance, half-life) or binary classification for categorical outcomes (e.g., BBB penetration, CYP inhibition). Dataset: cyp2d6_veith. The compound is CC(NC(=O)c1cc2ccccc2o1)C(=O)O. The result is 0 (non-inhibitor).